This data is from Reaction yield outcomes from USPTO patents with 853,638 reactions. The task is: Predict the reaction yield, written as a fraction of the theoretical maximum amount of product (1.0 means a 100% yield; for example, 0.34 means a 34% yield). (1) The reactants are N[C:2]1[C:10]2[C:5](=[N:6][C:7]([C:19]3[CH:24]=[CH:23][C:22]([F:25])=[CH:21][CH:20]=3)=[C:8]([C:11]3[CH:16]=[CH:15][N:14]=[C:13]([S:17][CH3:18])[N:12]=3)[CH:9]=2)[NH:4][N:3]=1.N([O-])=O.[Na+].O[PH2]=O.[OH-].[Na+]. The catalyst is CC(O)=O.O.Cl. The product is [F:25][C:22]1[CH:23]=[CH:24][C:19]([C:7]2[N:6]=[C:5]3[NH:4][N:3]=[CH:2][C:10]3=[CH:9][C:8]=2[C:11]2[CH:16]=[CH:15][N:14]=[C:13]([S:17][CH3:18])[N:12]=2)=[CH:20][CH:21]=1. The yield is 0.420. (2) The reactants are [Cl:1][C:2]1[N:7]=[CH:6][N+:5]([O-])=[C:4]2[CH2:9][CH2:10][C@@H:11]([CH3:12])[C:3]=12.[C:13]([O:16]C(=O)C)(=[O:15])[CH3:14]. No catalyst specified. The product is [C:13]([O:16][CH:9]1[C:4]2[N:5]=[CH:6][N:7]=[C:2]([Cl:1])[C:3]=2[C@H:11]([CH3:12])[CH2:10]1)(=[O:15])[CH3:14]. The yield is 0.700. (3) The reactants are C(O)C.[BH4-].[Na+].[F:6][C:7]1[CH:19]=[C:18]([C:20]2[CH:21]=[N:22][N:23]([CH:25]([CH:31]=[O:32])[C:26](OCC)=[O:27])[CH:24]=2)[C:17]2[C:16]3[C:11](=[CH:12][CH:13]=[CH:14][CH:15]=3)[C:10]([OH:37])([C:33]([F:36])([F:35])[F:34])[C:9]=2[CH:8]=1. The catalyst is O1CCCC1. The product is [F:6][C:7]1[CH:19]=[C:18]([C:20]2[CH:21]=[N:22][N:23]([CH:25]([CH2:31][OH:32])[CH2:26][OH:27])[CH:24]=2)[C:17]2[C:16]3[C:11](=[CH:12][CH:13]=[CH:14][CH:15]=3)[C:10]([OH:37])([C:33]([F:36])([F:35])[F:34])[C:9]=2[CH:8]=1. The yield is 0.840. (4) The reactants are [OH:1][CH:2]([CH3:33])[CH2:3][C:4]([N:6]1[CH2:11][CH2:10][CH:9]([CH2:12][N:13]2[C:21]3[C:16](=[CH:17][C:18]([C:22]4[CH:23]=[N:24][N:25](C5CCCCO5)[CH:26]=4)=[CH:19][CH:20]=3)[CH:15]=[CH:14]2)[CH2:8][CH2:7]1)=[O:5].[BH3-]C#N.[Na+].Cl.CO.ClCCl. The catalyst is CCO. The product is [NH:24]1[CH:23]=[C:22]([C:18]2[CH:17]=[C:16]3[C:21](=[CH:20][CH:19]=2)[N:13]([CH2:12][CH:9]2[CH2:8][CH2:7][N:6]([C:4](=[O:5])[CH2:3][CH:2]([OH:1])[CH3:33])[CH2:11][CH2:10]2)[CH2:14][CH2:15]3)[CH:26]=[N:25]1. The yield is 0.180. (5) The reactants are C1([O:6][C:7](=[O:48])[C@@H:8]([NH:40][C:41](OC(C)(C)C)=[O:42])[CH2:9][CH2:10][O:11][C:12]2[CH:21]=[C:20]3[C:15]([C:16]([O:22][C:23]4[CH:28]=[CH:27][C:26]([NH:29][C:30](=O)[C:31]5[CH:36]=[CH:35][CH:34]=[CH:33][CH:32]=5)=[CH:25][CH:24]=4)=[CH:17][CH:18]=[N:19]3)=[CH:14][C:13]=2[O:38][CH3:39])CCCC1.[OH-:49].[Na+]. The catalyst is C1COCC1. The product is [C:30]([NH:29][C:26]1[CH:27]=[CH:28][C:23]([O:22][C:16]2[C:15]3[C:20](=[CH:21][C:12]([O:11][CH2:10][CH2:9][C@H:8]([NH:40][C:41]([C:15]([CH3:20])([CH3:16])[CH3:14])=[O:42])[C:7]([OH:6])=[O:48])=[C:13]([O:38][CH3:39])[CH:14]=3)[N:19]=[CH:18][CH:17]=2)=[CH:24][CH:25]=1)(=[O:49])[C:31]1[CH:36]=[CH:35][CH:34]=[CH:33][CH:32]=1. The yield is 0.910.